Dataset: hERG Central: cardiac toxicity at 1µM, 10µM, and general inhibition. Task: Predict hERG channel inhibition at various concentrations. (1) Results: hERG_inhib (hERG inhibition (general)): blocker. The molecule is Cc1cc(Nc2ccc(C)c(C)c2)c2ccccc2n1. (2) The drug is C=CCN(CC=C)Cc1c(O)ccc2c1oc(=O)c1ccccc12. Results: hERG_inhib (hERG inhibition (general)): blocker.